Dataset: hERG Central: cardiac toxicity at 1µM, 10µM, and general inhibition. Task: Predict hERG channel inhibition at various concentrations. (1) The molecule is O=C(C1CCCN(S(=O)(=O)c2cccc3nsnc23)C1)N1CCN(c2ccccn2)CC1. Results: hERG_inhib (hERG inhibition (general)): blocker. (2) The drug is CCOC(=O)C1(CCOc2ccccc2)CCN(Cc2ccc(OC)c(COC)c2)CC1. Results: hERG_inhib (hERG inhibition (general)): blocker. (3) The compound is COc1ccc(/C=C/C(=O)N/C(=C\c2ccco2)C(=O)NCCc2nc3ccccc3[nH]2)cc1. Results: hERG_inhib (hERG inhibition (general)): blocker.